This data is from Catalyst prediction with 721,799 reactions and 888 catalyst types from USPTO. The task is: Predict which catalyst facilitates the given reaction. (1) Reactant: Br[C:2]1[CH:3]=[C:4]([CH2:8][C:9]([CH3:15])([CH3:14])[C:10]([O:12][CH3:13])=[O:11])[CH:5]=[CH:6][CH:7]=1.[B:16]1([B:16]2[O:20][C:19]([CH3:22])([CH3:21])[C:18]([CH3:24])([CH3:23])[O:17]2)[O:20][C:19]([CH3:22])([CH3:21])[C:18]([CH3:24])([CH3:23])[O:17]1.CC([O-])=O.[K+].O. Product: [CH3:14][C:9]([CH3:15])([CH2:8][C:4]1[CH:5]=[CH:6][CH:7]=[C:2]([B:16]2[O:20][C:19]([CH3:22])([CH3:21])[C:18]([CH3:24])([CH3:23])[O:17]2)[CH:3]=1)[C:10]([O:12][CH3:13])=[O:11]. The catalyst class is: 75. (2) The catalyst class is: 103. Reactant: Br[C:2]1[S:3][CH:4]=[C:5]([C:7]2[CH:12]=[CH:11][C:10]([NH:13][S:14]([C:17]([F:20])([F:19])[F:18])(=[O:16])=[O:15])=[CH:9][C:8]=2[Cl:21])[N:6]=1.[CH3:22][O:23][C:24]1[CH:25]=[C:26](B(O)O)[CH:27]=[CH:28][C:29]=1[O:30][CH3:31].C(=O)([O-])[O-].[Cs+].[Cs+].CN(C)C=O. Product: [Cl:21][C:8]1[CH:9]=[C:10]([NH:13][S:14]([C:17]([F:20])([F:19])[F:18])(=[O:16])=[O:15])[CH:11]=[CH:12][C:7]=1[C:5]1[N:6]=[C:2]([C:27]2[CH:26]=[CH:25][C:24]([O:23][CH3:22])=[C:29]([O:30][CH3:31])[CH:28]=2)[S:3][CH:4]=1. (3) Reactant: C(Cl)CCl.[F:5][C:6]([F:26])([F:25])[C:7]1[CH:12]=[CH:11][C:10]([C:13]2[N:17]3[CH:18]=[C:19]([C:22](O)=[O:23])[N:20]=[CH:21][C:16]3=[N:15][CH:14]=2)=[CH:9][CH:8]=1.[C:27]([C:29]1[CH:35]=[CH:34][C:32]([NH2:33])=[CH:31][CH:30]=1)#[N:28].C(N(C(C)C)CC)(C)C.C1C=CC2N(O)N=NC=2C=1. Product: [C:27]([C:29]1[CH:35]=[CH:34][C:32]([NH:33][C:22]([C:19]2[N:20]=[CH:21][C:16]3[N:17]([C:13]([C:10]4[CH:11]=[CH:12][C:7]([C:6]([F:26])([F:25])[F:5])=[CH:8][CH:9]=4)=[CH:14][N:15]=3)[CH:18]=2)=[O:23])=[CH:31][CH:30]=1)#[N:28]. The catalyst class is: 136.